Dataset: Full USPTO retrosynthesis dataset with 1.9M reactions from patents (1976-2016). Task: Predict the reactants needed to synthesize the given product. (1) Given the product [OH2:36].[ClH:53].[ClH:53].[CH:1]([N:4]1[N:13]=[C:12]2[C:6]([C:7]([N:18]3[CH2:23][CH2:22][N:21]([CH3:34])[C@@H:20]([CH2:24][CH2:25][C:26]4[CH:27]=[CH:28][CH:29]=[CH:30][CH:31]=4)[CH2:19]3)=[N:8][C:9]3[CH:17]=[CH:16][CH:15]=[CH:14][C:10]=3[NH:11]2)=[N:5]1)([CH3:3])[CH3:2].[CH:1]([N:4]1[N:13]=[C:12]2[C:6]([C:7]([N:18]3[CH2:23][CH2:22][N:21]([CH3:48])[C@@H:20]([CH2:24][CH2:25][C:26]4[CH:27]=[CH:28][CH:29]=[CH:30][CH:31]=4)[CH2:19]3)=[N:8][C:9]3[CH:17]=[CH:16][CH:15]=[CH:14][C:10]=3[NH:11]2)=[N:5]1)([CH3:3])[CH3:2].[ClH:53].[ClH:53], predict the reactants needed to synthesize it. The reactants are: [CH:1]([N:4]1[N:13]=[C:12]2[C:6]([C:7]([N:18]3[CH2:23][CH2:22][NH:21][C@@H:20]([CH2:24][CH2:25][C:26]4[CH:31]=[CH:30][CH:29]=[CH:28][CH:27]=4)[CH2:19]3)=[N:8][C:9]3[CH:17]=[CH:16][CH:15]=[CH:14][C:10]=3[NH:11]2)=[N:5]1)([CH3:3])[CH3:2].C=O.[C:34](O[BH-](OC(=O)C)OC(=O)C)(=[O:36])C.[Na+].[C:48](=O)(O)[O-].[Na+].[Cl:53]CCCl. (2) Given the product [F:8][C:4]1[N:3]=[C:2]([C:11]2[CH:10]=[N:9][CH:14]=[CH:13][CH:12]=2)[CH:7]=[CH:6][CH:5]=1, predict the reactants needed to synthesize it. The reactants are: Cl[C:2]1[CH:7]=[CH:6][CH:5]=[C:4]([F:8])[N:3]=1.[N:9]1[CH:14]=[CH:13][CH:12]=[C:11](B(O)O)[CH:10]=1.C(=O)([O-])[O-].[Na+].[Na+].[OH-].[Na+]. (3) Given the product [Br:14][CH2:15][CH2:16][CH2:17][CH2:18][CH2:19][CH2:20][CH2:21][CH2:22][CH2:23][CH2:24][CH2:25][CH2:26][O:27][Si:1]([C:4]([CH3:7])([CH3:6])[CH3:5])([CH3:3])[CH3:2], predict the reactants needed to synthesize it. The reactants are: [Si:1](Cl)([C:4]([CH3:7])([CH3:6])[CH3:5])([CH3:3])[CH3:2].N1C=CN=C1.[Br:14][CH2:15][CH2:16][CH2:17][CH2:18][CH2:19][CH2:20][CH2:21][CH2:22][CH2:23][CH2:24][CH2:25][CH2:26][OH:27].[NH4+].[Cl-].